From a dataset of Catalyst prediction with 721,799 reactions and 888 catalyst types from USPTO. Predict which catalyst facilitates the given reaction. (1) Reactant: [OH-].[K+].S(O)(O)(=O)=O.[CH3:8][S:9][C:10](=[NH:12])[NH2:11].C([O:15][C:16](=O)[C:17](=[CH:20]OCC)[C:18]#[N:19])C.O=P12OP3(OP(OP(O3)(O1)=O)(=O)O2)=O. Product: [OH:15][C:16]1[C:17]([C:18]#[N:19])=[CH:20][N:11]=[C:10]([S:9][CH3:8])[N:12]=1. The catalyst class is: 5. (2) The catalyst class is: 139. Reactant: C(O[C:6](=[O:28])[NH:7][C@@H:8]([CH2:21][C:22]1[CH:27]=[CH:26][CH:25]=[CH:24][CH:23]=1)[CH:9]([C:11](=[O:20])[NH:12][CH2:13][C:14]1[CH:19]=[CH:18][CH:17]=[CH:16][CH:15]=1)[OH:10])(C)(C)C.FC(F)(F)C(O)=O.[CH2:36]([O:43][C:44]([NH:46][C@@H:47]([CH3:59])[C:48]([NH:50][C@@H:51]([CH2:55][CH:56]([CH3:58])[CH3:57])C(O)=O)=[O:49])=[O:45])[C:37]1[CH:42]=[CH:41][CH:40]=[CH:39][CH:38]=1.C(N(CC)C(C)C)(C)C.CN(C(ON1N=NC2C=CC=NC1=2)=[N+](C)C)C.F[P-](F)(F)(F)(F)F. Product: [CH2:36]([O:43][C:44](=[O:45])[NH:46][C@H:47]([C:48](=[O:49])[NH:50][C@H:51]([C:6](=[O:28])[NH:7][C@@H:8]([CH2:21][C:22]1[CH:23]=[CH:24][CH:25]=[CH:26][CH:27]=1)[CH:9]([C:11](=[O:20])[NH:12][CH2:13][C:14]1[CH:15]=[CH:16][CH:17]=[CH:18][CH:19]=1)[OH:10])[CH2:55][CH:56]([CH3:57])[CH3:58])[CH3:59])[C:37]1[CH:38]=[CH:39][CH:40]=[CH:41][CH:42]=1. (3) Reactant: [Cl:1][C:2]1[CH:3]=[C:4]2[C:9](=[CH:10][CH:11]=1)[NH:8][C:7](=O)[C:6]([C:13]#[N:14])=[C:5]2[C:15]1[CH:20]=[CH:19][CH:18]=[C:17]([CH:21]([CH3:23])[CH3:22])[CH:16]=1.P(Cl)(Cl)([Cl:26])=O. Product: [Cl:26][C:7]1[C:6]([C:13]#[N:14])=[C:5]([C:15]2[CH:20]=[CH:19][CH:18]=[C:17]([CH:21]([CH3:23])[CH3:22])[CH:16]=2)[C:4]2[C:9](=[CH:10][CH:11]=[C:2]([Cl:1])[CH:3]=2)[N:8]=1. The catalyst class is: 6. (4) Reactant: I[C:2]1[C:10]2[CH2:9][C:8]([CH3:12])([CH3:11])[CH2:7][CH2:6][C:5]=2[N:4]([CH3:13])[N:3]=1.C([Mg]Cl)(C)C.[CH2:19]([Sn:23]([CH2:29][CH2:30][CH2:31][CH3:32])([CH2:25][CH2:26][CH2:27][CH3:28])Cl)[CH2:20][CH2:21][CH3:22]. Product: [CH3:13][N:4]1[C:5]2[CH2:6][CH2:7][C:8]([CH3:12])([CH3:11])[CH2:9][C:10]=2[C:2]([Sn:23]([CH2:25][CH2:26][CH2:27][CH3:28])([CH2:29][CH2:30][CH2:31][CH3:32])[CH2:19][CH2:20][CH2:21][CH3:22])=[N:3]1. The catalyst class is: 1. (5) Reactant: [C:1](N)(=O)[C@@H:2]([CH3:4])[OH:3].F[B-](F)(F)F.C([O+](CC)CC)C.[Br:19][C:20]1[N:25]=[CH:24][C:23]([NH2:26])=[C:22]([NH:27][C@H:28]([CH2:30][CH3:31])[CH3:29])[CH:21]=1. Product: [Br:19][C:20]1[N:25]=[CH:24][C:23]2[N:26]=[C:1]([C@H:2]([OH:3])[CH3:4])[N:27]([C@H:28]([CH2:30][CH3:31])[CH3:29])[C:22]=2[CH:21]=1. The catalyst class is: 46.